Dataset: Reaction yield outcomes from USPTO patents with 853,638 reactions. Task: Predict the reaction yield, written as a fraction of the theoretical maximum amount of product (1.0 means a 100% yield; for example, 0.34 means a 34% yield). The catalyst is CO. The yield is 0.760. The product is [ClH:8].[Br:1][C:2]1[C:3]2[C@H:15]3[C@:11]([CH3:16])([CH2:12][NH:13][CH2:14]3)[O:10][CH2:9][C:4]=2[C:5]([Cl:8])=[CH:6][CH:7]=1. The reactants are [Br:1][C:2]1[C:3]2[C@H:15]3[C@:11]([CH3:16])([CH2:12][NH:13][CH2:14]3)[O:10][CH2:9][C:4]=2[C:5]([Cl:8])=[CH:6][CH:7]=1.